The task is: Binary Classification. Given a miRNA mature sequence and a target amino acid sequence, predict their likelihood of interaction.. This data is from Experimentally validated miRNA-target interactions with 360,000+ pairs, plus equal number of negative samples. The miRNA is mmu-miR-26a-5p with sequence UUCAAGUAAUCCAGGAUAGGCU. The protein sequence of the target gene is MEFSWGSGQESRRLLLLLLLLAAWEAGNGQLHYSVSEEAKHGTFVGRIAQDLGLELAELVPRLFRVASKGRGGLLEVNLQNGILFVNSRIDREELCRRSAECSIHLEVIVDRPLQVFHVDVEVRDINDNPPVFPATQKNLSIAESRPLDSRFPLEGASDADIGENALLTYRLSPNEYFSLEKPPDDELVKGLGLILRKSLDREEAPEIFLVLTATDGGKPELTGTVQLLITVLDANDNAPAFDRTIYKVRLLENVPNGTLVIKLNASDLDEGLNGDIVYSFSNDISPNVKSKFHIDPITG.... Result: 0 (no interaction).